From a dataset of NCI-60 drug combinations with 297,098 pairs across 59 cell lines. Regression. Given two drug SMILES strings and cell line genomic features, predict the synergy score measuring deviation from expected non-interaction effect. (1) Synergy scores: CSS=-0.0725, Synergy_ZIP=-0.970, Synergy_Bliss=-1.68, Synergy_Loewe=-2.55, Synergy_HSA=-1.55. Drug 1: CNC(=O)C1=CC=CC=C1SC2=CC3=C(C=C2)C(=NN3)C=CC4=CC=CC=N4. Drug 2: CC1=C(C=C(C=C1)NC(=O)C2=CC=C(C=C2)CN3CCN(CC3)C)NC4=NC=CC(=N4)C5=CN=CC=C5. Cell line: SNB-75. (2) Drug 1: C1=CC(=CC=C1CCCC(=O)O)N(CCCl)CCCl. Drug 2: CC=C1C(=O)NC(C(=O)OC2CC(=O)NC(C(=O)NC(CSSCCC=C2)C(=O)N1)C(C)C)C(C)C. Synergy scores: CSS=64.1, Synergy_ZIP=-4.15, Synergy_Bliss=-7.23, Synergy_Loewe=-32.4, Synergy_HSA=-4.27. Cell line: KM12. (3) Drug 1: CC1C(C(CC(O1)OC2CC(CC3=C2C(=C4C(=C3O)C(=O)C5=C(C4=O)C(=CC=C5)OC)O)(C(=O)C)O)N)O.Cl. Drug 2: CS(=O)(=O)OCCCCOS(=O)(=O)C. Cell line: OVCAR-4. Synergy scores: CSS=15.2, Synergy_ZIP=-2.22, Synergy_Bliss=4.17, Synergy_Loewe=0.723, Synergy_HSA=3.74.